Dataset: Forward reaction prediction with 1.9M reactions from USPTO patents (1976-2016). Task: Predict the product of the given reaction. (1) Given the reactants N1C=CC=CC=1.S(Cl)(Cl)=O.[CH2:11]([C:13]1[CH:14]=[C:15]2[C:19](=[CH:20][CH:21]=1)[N:18]([CH2:22][C:23]([O:25][CH3:26])=[O:24])[C:17]([C:27]([OH:29])=O)=[CH:16]2)[CH3:12].Cl.[CH:31]1([CH2:37][CH2:38][N:39]2[C:43]([C:44]3[C:49]([O:50][CH3:51])=[CH:48][C:47]([CH3:52])=[CH:46][C:45]=3[O:53][CH3:54])=[N:42][C:41]([NH2:55])=[N:40]2)[CH2:36][CH2:35][CH2:34][CH2:33][CH2:32]1, predict the reaction product. The product is: [CH:31]1([CH2:37][CH2:38][N:39]2[C:43]([C:44]3[C:49]([O:50][CH3:51])=[CH:48][C:47]([CH3:52])=[CH:46][C:45]=3[O:53][CH3:54])=[N:42][C:41]([NH:55][C:27]([C:17]3[N:18]([CH2:22][C:23]([O:25][CH3:26])=[O:24])[C:19]4[C:15]([CH:16]=3)=[CH:14][C:13]([CH2:11][CH3:12])=[CH:21][CH:20]=4)=[O:29])=[N:40]2)[CH2:36][CH2:35][CH2:34][CH2:33][CH2:32]1. (2) Given the reactants [Cl:1][C:2]1[C:11]([C:12]#[N:13])=[CH:10][C:9]2[CH2:8][N:7](C)[CH2:6][CH2:5][C:4]=2[N:3]=1.C([O-])([O-])=O.[K+].[K+].Cl[C:22]([O:24][CH2:25][CH3:26])=[O:23], predict the reaction product. The product is: [Cl:1][C:2]1[C:11]([C:12]#[N:13])=[CH:10][C:9]2[CH2:8][N:7]([C:22]([O:24][CH2:25][CH3:26])=[O:23])[CH2:6][CH2:5][C:4]=2[N:3]=1. (3) The product is: [CH3:1][O:2][C:3](=[O:29])[CH2:4][C:5]1[CH:10]=[CH:9][C:8]([C:11]#[C:12][C:13]2[CH:14]=[C:15]3[C:20](=[C:21]([CH2:23][C:35]#[C:34][Si:31]([CH3:33])([CH3:32])[CH3:30])[CH:22]=2)[O:19][C:18]([CH3:26])([CH3:25])[CH2:17][C:16]3([CH3:28])[CH3:27])=[CH:7][CH:6]=1. Given the reactants [CH3:1][O:2][C:3](=[O:29])[CH2:4][C:5]1[CH:10]=[CH:9][C:8]([C:11]#[C:12][C:13]2[CH:14]=[C:15]3[C:20](=[C:21]([CH2:23]Br)[CH:22]=2)[O:19][C:18]([CH3:26])([CH3:25])[CH2:17][C:16]3([CH3:28])[CH3:27])=[CH:7][CH:6]=1.[CH3:30][Si:31]([C:34]#[CH:35])([CH3:33])[CH3:32].C(OCC)(=O)C, predict the reaction product.